This data is from Protein-peptide binding for MDM2, ACE2, and 12ca5 with 34 validated binders. The task is: Binary Classification. Given protein and peptide amino acid sequences, predict whether they interact or not. The protein target is ACE2 with sequence MSSSSWLLLSLVAVTAAQSTIEEQAKTFLDKFNHEAEDLFYQSSLASWNYNTNITEENVQNMNNAGDKWSAFLKEQSTLAQMYPLQEIQNLTVKLQLQALQQNGSSVLSEDKSKRLNTILNTMSTIYSTGKVCNPDNPQECLLLEPGLNEIMANSLDYNERLWAWESWRSEVGKQLRPLYEEYVVLKNEMARANHYEDYGDYWRGDYEVNGVDGYDYSRGQLIEDVEHTFEEIKPLYEHLHAYVRAKLMNAYPSYISPIGCLPAHLLGDMWGRFWTNLYSLTVPFGQKPNIDVTDAMVDQAWDAQRIFKEAEKFFVSVGLPNMTQGFWENSMLTDPGNVQKAVCHPTAWDLGKGDFRILMCTKVTMDDFLTAHHEMGHIQYDMAYAAQPFLLRNGANEGFHEAVGEIMSLSAATPKHLKSIGLLSPDFQEDNETEINFLLKQALTIVGTLPFTYMLEKWRWMVFKGEIPKDQWMKKWWEMKREIVGVVEPVPHDETYCDP.... The peptide is WNVDPYYFMQAWK.